This data is from Forward reaction prediction with 1.9M reactions from USPTO patents (1976-2016). The task is: Predict the product of the given reaction. (1) Given the reactants FC(F)(F)C(O)=O.[NH2:8][C:9]1[CH:14]=[CH:13][C:12]([CH:15]2[CH2:20][N:19]([CH3:21])[C:18](=[O:22])[N:17]([CH3:23])[CH2:16]2)=[CH:11][C:10]=1Br.[C:25]1(B(O)O)[CH2:31][CH2:30][CH2:29][CH2:28][CH2:27][CH:26]=1.[O-]P([O-])([O-])=O.[K+].[K+].[K+].C1(P(C2CCCCC2)C2C=CC=CC=2C2C(OC)=CC=CC=2OC)CCCCC1, predict the reaction product. The product is: [NH2:8][C:9]1[CH:14]=[CH:13][C:12]([CH:15]2[CH2:20][N:19]([CH3:21])[C:18](=[O:22])[N:17]([CH3:23])[CH2:16]2)=[CH:11][C:10]=1[C:25]1[CH2:31][CH2:30][CH2:29][CH2:28][CH2:27][CH:26]=1. (2) Given the reactants Cl[C:2]1[C:3]2[N:4]([CH2:13][CH:14]([CH3:16])[N:15]=2)[C:5]2[C:10]([N:11]=1)=[CH:9][CH:8]=[C:7]([Cl:12])[CH:6]=2.[CH3:17][N:18]1[CH2:23][CH2:22][NH:21][CH2:20][CH2:19]1.CCN(CC)CC, predict the reaction product. The product is: [Cl:12][C:7]1[CH:6]=[C:5]2[C:10]([N:11]=[C:2]([N:21]3[CH2:22][CH2:23][N:18]([CH3:17])[CH2:19][CH2:20]3)[C:3]3[N:4]2[CH2:13][CH:14]([CH3:16])[N:15]=3)=[CH:9][CH:8]=1. (3) Given the reactants Cl[C:2]1[C:11]2[C:6](=[CH:7][C:8]([O:22][CH3:23])=[C:9]([O:12][CH2:13][CH2:14][CH2:15][N:16]3[CH2:21][CH2:20][O:19][CH2:18][CH2:17]3)[CH:10]=2)[N:5]=[CH:4][N:3]=1.[Cl:24][C:25]1[CH:26]=[C:27]([CH:29]=[CH:30][C:31]=1[F:32])[NH2:28], predict the reaction product. The product is: [CH3:23][O:22][C:8]1[CH:7]=[C:6]2[N:5]=[CH:4][N:3]=[C:2]([NH:28][C:27]3[CH:29]=[CH:30][C:31]([F:32])=[C:25]([Cl:24])[CH:26]=3)[C:11]2=[CH:10][C:9]=1[O:12][CH2:13][CH2:14][CH2:15][N:16]1[CH2:21][CH2:20][O:19][CH2:18][CH2:17]1. (4) Given the reactants [NH2:1][C:2]1[C:7]([C:8]#[N:9])=[C:6]([C:10]2[CH:15]=[CH:14][C:13]([O:16][CH:17]3[CH2:21][CH2:20][O:19][CH2:18]3)=[C:12]([O:22][CH3:23])[CH:11]=2)[C:5]([C:24]#[N:25])=[C:4]([SH:26])[N:3]=1.Cl[CH2:28][C:29]1[N:30]=[C:31]([C:34]2[CH:39]=[CH:38][C:37]([Cl:40])=[CH:36][CH:35]=2)[S:32][CH:33]=1.C(=O)(O)[O-].[Na+], predict the reaction product. The product is: [NH2:1][C:2]1[C:7]([C:8]#[N:9])=[C:6]([C:10]2[CH:15]=[CH:14][C:13]([O:16][CH:17]3[CH2:21][CH2:20][O:19][CH2:18]3)=[C:12]([O:22][CH3:23])[CH:11]=2)[C:5]([C:24]#[N:25])=[C:4]([S:26][CH2:28][C:29]2[N:30]=[C:31]([C:34]3[CH:39]=[CH:38][C:37]([Cl:40])=[CH:36][CH:35]=3)[S:32][CH:33]=2)[N:3]=1. (5) Given the reactants [Br:1][C:2]1[CH:3]=[CH:4][C:5]([O:15][CH2:16][C:17]2[CH:22]=[CH:21][C:20]([F:23])=[CH:19][CH:18]=2)=[C:6]([C:8](=O)[CH2:9][CH2:10][C:11](=O)[CH3:12])[CH:7]=1.[CH3:24][O:25][C:26](=[O:36])[C:27]1[CH:32]=[C:31]([NH2:33])[CH:30]=[C:29]([NH2:34])[C:28]=1[CH3:35].CC1C=CC(S(O)(=O)=O)=CC=1, predict the reaction product. The product is: [CH3:24][O:25][C:26](=[O:36])[C:27]1[C:28]([CH3:35])=[C:29]([NH2:34])[CH:30]=[C:31]([N:33]2[C:11]([CH3:12])=[CH:10][CH:9]=[C:8]2[C:6]2[CH:7]=[C:2]([Br:1])[CH:3]=[CH:4][C:5]=2[O:15][CH2:16][C:17]2[CH:22]=[CH:21][C:20]([F:23])=[CH:19][CH:18]=2)[CH:32]=1.